The task is: Predict the reactants needed to synthesize the given product.. This data is from Full USPTO retrosynthesis dataset with 1.9M reactions from patents (1976-2016). (1) Given the product [N:1]1[C:10]2[C:5](=[CH:6][C:7]([C:11]([O:13][CH2:15][CH3:16])=[O:12])=[CH:8][CH:9]=2)[CH:4]=[CH:3][CH:2]=1, predict the reactants needed to synthesize it. The reactants are: [N:1]1[C:10]2[C:5](=[CH:6][C:7]([C:11]([OH:13])=[O:12])=[CH:8][CH:9]=2)[CH:4]=[CH:3][CH:2]=1.O1CCO[CH2:16][CH2:15]1.Cl. (2) Given the product [CH2:21]([O:11][C:10]1[C:3]([CH2:1][CH3:2])=[C:4]([C:7]([CH2:12][CH3:13])=[CH:8][CH:9]=1)[CH:5]=[O:6])[CH3:22], predict the reactants needed to synthesize it. The reactants are: [CH2:1]([C:3]1[C:10]([OH:11])=[CH:9][CH:8]=[C:7]([CH2:12][CH3:13])[C:4]=1[CH:5]=[O:6])[CH3:2].C(=O)([O-])[O-].[Cs+].[Cs+].I[CH2:21][CH3:22]. (3) Given the product [F:28][C:24]1[CH:25]=[CH:26][CH:27]=[C:2]([F:1])[C:3]=1[CH2:4][N:5]1[CH:10]=[C:9]([Br:11])[C:8](=[O:12])[N:7]2[C:13]([CH3:23])=[C:14]([C:16]3[CH:17]=[CH:18][C:19]([O:22][CH2:30][CH:31]4[CH2:33][CH2:32]4)=[CH:20][CH:21]=3)[N:15]=[C:6]12, predict the reactants needed to synthesize it. The reactants are: [F:1][C:2]1[CH:27]=[CH:26][CH:25]=[C:24]([F:28])[C:3]=1[CH2:4][N:5]1[CH:10]=[C:9]([Br:11])[C:8](=[O:12])[N:7]2[C:13]([CH3:23])=[C:14]([C:16]3[CH:21]=[CH:20][C:19]([OH:22])=[CH:18][CH:17]=3)[N:15]=[C:6]12.Br[CH2:30][CH:31]1[CH2:33][CH2:32]1.C([O-])([O-])=O.[K+].[K+]. (4) Given the product [CH3:19][C:20]1[N:21]=[CH:22][N:23]([C:2]2[CH:3]=[C:4]([CH:6]=[C:7]([C:9]([F:12])([F:11])[F:10])[CH:8]=2)[NH2:5])[CH:24]=1, predict the reactants needed to synthesize it. The reactants are: Br[C:2]1[CH:3]=[C:4]([CH:6]=[C:7]([C:9]([F:12])([F:11])[F:10])[CH:8]=1)[NH2:5].CC(N(C)C)=O.[CH3:19][C:20]1[N:21]=[CH:22][NH:23][CH:24]=1.C([O-])([O-])=O.[K+].[K+]. (5) Given the product [CH2:1]([O:5][C:6]([C:8]1[N:9]=[C:10]([CH2:28][N:29]([CH3:30])[CH3:32])[C:11]2[C:16]([C:17]=1[OH:18])=[CH:15][CH:14]=[C:13]([S:19][C:20]1[CH:25]=[CH:24][CH:23]=[CH:22][CH:21]=1)[CH:12]=2)=[O:7])[CH2:2][CH2:3][CH3:4], predict the reactants needed to synthesize it. The reactants are: [CH2:1]([O:5][C:6]([C:8]1[N:9]=[CH:10][C:11]2[C:16]([C:17]=1[OH:18])=[CH:15][CH:14]=[C:13]([S:19][C:20]1[CH:25]=[CH:24][CH:23]=[CH:22][CH:21]=1)[CH:12]=2)=[O:7])[CH2:2][CH2:3][CH3:4].[I-].C[CH:28]=[N+:29]=[CH:30]C.[C:32]([O-])([O-])=O.[K+].[K+]. (6) The reactants are: [CH2:1]([Mg]Br)[CH3:2].[Cl:5][C:6]1[CH:7]=[CH:8][C:9]([C:27](OC)=[O:28])=[C:10]2[C:14]=1[N:13]=[C:12]1[N:15]([C:19]3[CH:24]=[CH:23][C:22]([Cl:25])=[CH:21][C:20]=3[Cl:26])[CH2:16][CH2:17][CH2:18][N:11]21.O1CC[CH2:33][CH2:32]1. Given the product [Cl:5][C:6]1[C:14]2[N:13]=[C:12]3[N:15]([C:19]4[CH:24]=[CH:23][C:22]([Cl:25])=[CH:21][C:20]=4[Cl:26])[CH2:16][CH2:17][CH2:18][N:11]3[C:10]=2[C:9]([C:27]([OH:28])([CH2:1][CH3:2])[CH2:32][CH3:33])=[CH:8][CH:7]=1, predict the reactants needed to synthesize it.